Dataset: Forward reaction prediction with 1.9M reactions from USPTO patents (1976-2016). Task: Predict the product of the given reaction. (1) The product is: [C:3]([C:5]1[N:6]=[C:7]([CH:11]([NH:14][C:15]([C:17]2[C:18]3[CH:25]=[N:24][N:23]([C:26]4[CH:31]=[CH:30][C:29]([F:32])=[CH:28][CH:27]=4)[C:19]=3[CH:20]=[N:21][CH:22]=2)=[O:16])[CH2:12][CH3:13])[O:8][C:9]=1[CH3:10])(=[O:2])[NH2:33]. Given the reactants C[O:2][C:3]([C:5]1[N:6]=[C:7]([CH:11]([NH:14][C:15]([C:17]2[C:18]3[CH:25]=[N:24][N:23]([C:26]4[CH:31]=[CH:30][C:29]([F:32])=[CH:28][CH:27]=4)[C:19]=3[CH:20]=[N:21][CH:22]=2)=[O:16])[CH2:12][CH3:13])[O:8][C:9]=1[CH3:10])=O.[NH3:33].CO, predict the reaction product. (2) The product is: [C:28]1([C:33]2[CH:34]=[CH:35][CH:36]=[CH:37][CH:38]=2)[C:27]([O:26][CH2:19][CH2:20][N:14]2[CH2:13][CH2:12][C:11]3([N:7]([C:1]4[CH:2]=[CH:3][CH:4]=[CH:5][CH:6]=4)[CH2:8][NH:9][C:10]3=[O:17])[CH2:16][CH2:15]2)=[CH:32][CH:31]=[CH:30][CH:29]=1. Given the reactants [C:1]1([N:7]2[C:11]3([CH2:16][CH2:15][NH:14][CH2:13][CH2:12]3)[C:10](=[O:17])[NH:9][CH2:8]2)[CH:6]=[CH:5][CH:4]=[CH:3][CH:2]=1.Cl[CH2:19][CH:20]=O.C([BH3-])#N.[Na+].[OH:26][C:27]1[CH:32]=[CH:31][CH:30]=[CH:29][C:28]=1[C:33]1[CH:38]=[CH:37][CH:36]=[CH:35][CH:34]=1.C(=O)([O-])[O-].[K+].[K+], predict the reaction product. (3) Given the reactants [Br:1][C:2]1[C:7]([O:8][CH3:9])=[CH:6][CH:5]=[C:4]([CH3:10])[N:3]=1.S(OOS([O-])(=O)=O)([O-])(=O)=[O:12].[K+].[K+].C(Cl)Cl, predict the reaction product. The product is: [CH3:9][O:8][C:7]1[CH:6]=[CH:5][C:4]([CH:10]=[O:12])=[N:3][C:2]=1[Br:1]. (4) Given the reactants [CH3:1][C:2]1[N:3]=[C:4]2[N:8]([C:9](=[O:21])[C:10]=1[C:11]1[CH:16]=[CH:15][C:14]([C:17]([F:20])([F:19])[F:18])=[CH:13][CH:12]=1)[C:7]1[CH:22]=[CH:23][CH:24]=[CH:25][C:6]=1[S:5]2.[CH:26]1([CH2:29][O:30][C:31]2[C:38]([O:39][CH3:40])=[CH:37][CH:36]=[CH:35][C:32]=2[CH:33]=O)[CH2:28][CH2:27]1.[O-]CC.[Na+], predict the reaction product. The product is: [CH2:27]1[CH2:28][CH:26]1[CH2:29][O:30][C:31]1[C:38]([O:39][CH3:40])=[CH:37][CH:36]=[CH:35][C:32]=1/[CH:33]=[CH:1]/[C:2]1[N:3]=[C:4]2[S:5][C:6]3[CH:25]=[CH:24][CH:23]=[CH:22][C:7]=3[N:8]2[C:9](=[O:21])[C:10]=1[C:11]1[CH:12]=[CH:13][C:14]([C:17]([F:18])([F:19])[F:20])=[CH:15][CH:16]=1.